Dataset: Catalyst prediction with 721,799 reactions and 888 catalyst types from USPTO. Task: Predict which catalyst facilitates the given reaction. (1) Reactant: C(O)(C(F)(F)F)=O.[Cl:8][C:9]1[CH:10]=[C:11]([NH:31][C:32]([C:34]2[CH:35]=[N:36][C:37]([CH3:40])=[N:38][CH:39]=2)=[O:33])[C:12]([CH3:30])=[C:13]([CH:29]=1)[CH2:14][N:15]1[CH2:20][CH2:19][N:18](C(OC(C)(C)C)=O)[C@@H:17]([CH3:28])[CH2:16]1. Product: [Cl:8][C:9]1[CH:29]=[C:13]([CH2:14][N:15]2[CH2:20][CH2:19][NH:18][C@@H:17]([CH3:28])[CH2:16]2)[C:12]([CH3:30])=[C:11]([NH:31][C:32]([C:34]2[CH:35]=[N:36][C:37]([CH3:40])=[N:38][CH:39]=2)=[O:33])[CH:10]=1. The catalyst class is: 2. (2) Reactant: C1(P(C2C=CC=CC=2)C2C=CC=CC=2)C=CC=CC=1.[O:20]1[CH2:24][CH2:23][CH2:22][CH2:21]1.N(C(OC(C)C)=O)=NC(OC(C)C)=O.COCCCO.[F:45][C:46]1[CH:47]=[C:48]2[C:53](=[C:54]([OH:56])[CH:55]=1)[N:52]=[C:51]([CH3:57])[CH:50]=[CH:49]2. Product: [F:45][C:46]1[CH:47]=[C:48]2[C:53](=[C:54]([O:56][CH2:23][CH2:22][CH2:21][O:20][CH3:24])[CH:55]=1)[N:52]=[C:51]([CH3:57])[CH:50]=[CH:49]2. The catalyst class is: 6.